From a dataset of NCI-60 drug combinations with 297,098 pairs across 59 cell lines. Regression. Given two drug SMILES strings and cell line genomic features, predict the synergy score measuring deviation from expected non-interaction effect. (1) Drug 1: C1=CC=C(C=C1)NC(=O)CCCCCCC(=O)NO. Drug 2: CC1C(C(CC(O1)OC2CC(CC3=C2C(=C4C(=C3O)C(=O)C5=CC=CC=C5C4=O)O)(C(=O)C)O)N)O. Cell line: MDA-MB-231. Synergy scores: CSS=51.8, Synergy_ZIP=-6.93, Synergy_Bliss=-5.75, Synergy_Loewe=-3.89, Synergy_HSA=-1.96. (2) Drug 1: CC(C1=C(C=CC(=C1Cl)F)Cl)OC2=C(N=CC(=C2)C3=CN(N=C3)C4CCNCC4)N. Drug 2: CC12CCC(CC1=CCC3C2CCC4(C3CC=C4C5=CN=CC=C5)C)O. Cell line: ACHN. Synergy scores: CSS=19.1, Synergy_ZIP=7.04, Synergy_Bliss=14.0, Synergy_Loewe=7.40, Synergy_HSA=12.6. (3) Drug 1: COC1=C2C(=CC3=C1OC=C3)C=CC(=O)O2. Drug 2: N.N.Cl[Pt+2]Cl. Cell line: OVCAR-8. Synergy scores: CSS=16.0, Synergy_ZIP=-8.48, Synergy_Bliss=1.36, Synergy_Loewe=-9.69, Synergy_HSA=0.400. (4) Drug 1: CN(C)N=NC1=C(NC=N1)C(=O)N. Drug 2: CC1=C2C(C(=O)C3(C(CC4C(C3C(C(C2(C)C)(CC1OC(=O)C(C(C5=CC=CC=C5)NC(=O)C6=CC=CC=C6)O)O)OC(=O)C7=CC=CC=C7)(CO4)OC(=O)C)O)C)OC(=O)C. Cell line: COLO 205. Synergy scores: CSS=29.3, Synergy_ZIP=-1.23, Synergy_Bliss=1.36, Synergy_Loewe=-45.2, Synergy_HSA=-0.417.